This data is from Full USPTO retrosynthesis dataset with 1.9M reactions from patents (1976-2016). The task is: Predict the reactants needed to synthesize the given product. (1) Given the product [F:8][C:9]1[CH:27]=[C:26]([CH:28]=[C:7]2[S:1][C:2](=[S:3])[NH:4][C:5]2=[O:6])[CH:25]=[CH:24][C:10]=1[O:11][C:12]1[CH:19]=[CH:18][C:15]([C:16]#[N:17])=[CH:14][C:13]=1[C:20]([F:21])([F:22])[F:23], predict the reactants needed to synthesize it. The reactants are: [S:1]1[CH2:7][C:5](=[O:6])[NH:4][C:2]1=[S:3].[F:8][C:9]1[CH:27]=[C:26]([CH:28]=O)[CH:25]=[CH:24][C:10]=1[O:11][C:12]1[CH:19]=[CH:18][C:15]([C:16]#[N:17])=[CH:14][C:13]=1[C:20]([F:23])([F:22])[F:21]. (2) Given the product [Cl:1][C:2]1[CH:10]=[C:9]2[C:5]([CH:6]=[C:7]([C:12]3[CH:13]=[C:14]([CH2:18][NH:19][S:23]([CH2:22][C:21]([F:28])([F:27])[F:20])(=[O:25])=[O:24])[CH:15]=[N:16][CH:17]=3)[N:8]2[CH3:11])=[CH:4][CH:3]=1, predict the reactants needed to synthesize it. The reactants are: [Cl:1][C:2]1[CH:10]=[C:9]2[C:5]([CH:6]=[C:7]([C:12]3[CH:13]=[C:14]([CH2:18][NH2:19])[CH:15]=[N:16][CH:17]=3)[N:8]2[CH3:11])=[CH:4][CH:3]=1.[F:20][C:21]([F:28])([F:27])[CH2:22][S:23](Cl)(=[O:25])=[O:24]. (3) Given the product [CH3:69][N:70]([CH3:75])[CH2:71][CH2:72][CH2:73][NH:74][C:30]([C:27]1[S:26][C:22]2[N:23]=[CH:24][N:25]=[C:20]([NH:19][C:9]3[C:10]([O:12][CH:13]4[CH2:14][CH2:15][O:16][CH2:17][CH2:18]4)=[N:11][C:6]([C:3]4[CH:4]=[CH:5][O:1][CH:2]=4)=[CH:7][CH:8]=3)[C:21]=2[C:28]=1[CH3:29])=[O:32], predict the reactants needed to synthesize it. The reactants are: [O:1]1[CH:5]=[CH:4][C:3]([C:6]2[N:11]=[C:10]([O:12][CH:13]3[CH2:18][CH2:17][O:16][CH2:15][CH2:14]3)[C:9]([NH:19][C:20]3[C:21]4[C:28]([CH3:29])=[C:27]([C:30]([O:32]C)=O)[S:26][C:22]=4[N:23]=[CH:24][N:25]=3)=[CH:8][CH:7]=2)=[CH:2]1.[OH-].[Na+].CCN(C(C)C)C(C)C.CN(C(ON1N=NC2C=CC=NC1=2)=[N+](C)C)C.F[P-](F)(F)(F)(F)F.[CH3:69][N:70]([CH3:75])[CH2:71][CH2:72][CH2:73][NH2:74]. (4) Given the product [CH2:24]([NH:31]/[C:3](/[NH:13][C:14]1[CH:19]=[CH:18][CH:17]=[C:16]([C:20]([F:23])([F:22])[F:21])[CH:15]=1)=[CH:4]\[C:5]([C:7]1[CH:12]=[CH:11][CH:10]=[CH:9][CH:8]=1)=[O:6])[C:25]1[CH:30]=[CH:29][CH:28]=[CH:27][CH:26]=1, predict the reactants needed to synthesize it. The reactants are: CS/[C:3](/[NH:13][C:14]1[CH:19]=[CH:18][CH:17]=[C:16]([C:20]([F:23])([F:22])[F:21])[CH:15]=1)=[CH:4]\[C:5]([C:7]1[CH:12]=[CH:11][CH:10]=[CH:9][CH:8]=1)=[O:6].[CH2:24]([NH2:31])[C:25]1[CH:30]=[CH:29][CH:28]=[CH:27][CH:26]=1. (5) Given the product [Cl:1][C:2]1[CH:10]=[CH:9][C:8]([CH:11]2[CH2:13][CH2:12]2)=[CH:7][C:3]=1[C:4]([NH2:23])=[O:5], predict the reactants needed to synthesize it. The reactants are: [Cl:1][C:2]1[CH:10]=[CH:9][C:8]([CH:11]2[CH2:13][CH2:12]2)=[CH:7][C:3]=1[C:4](O)=[O:5].ClC(OC(C)C)=O.CC[N:23](C(C)C)C(C)C.N. (6) Given the product [CH2:18]([CH:17]([N:16]1[C:2]2[N:7]3[N:8]=[C:9]([CH3:11])[CH:10]=[C:6]3[N:5]=[C:4]([CH3:12])[C:3]=2[CH2:13][CH2:14]1)[CH2:20][CH3:21])[CH3:19], predict the reactants needed to synthesize it. The reactants are: Cl[C:2]1[N:7]2[N:8]=[C:9]([CH3:11])[CH:10]=[C:6]2[N:5]=[C:4]([CH3:12])[C:3]=1[CH2:13][CH2:14]Cl.[NH2:16][CH:17]([CH2:20][CH3:21])[CH2:18][CH3:19]. (7) Given the product [CH2:13]([N:14]1[C:19](=[O:20])[C:18]([C:21]([NH:23][CH2:24][C:25]([OH:27])=[O:26])=[O:22])=[C:17]([OH:32])[C:16]2[CH2:33][N:34]([C:36]([C:38]3[N:39]=[CH:40][S:41][CH:42]=3)=[O:37])[CH2:35][C:15]1=2)[C:12]1[CH:43]=[CH:44][CH:45]=[CH:46][CH:11]=1, predict the reactants needed to synthesize it. The reactants are: C1(B(O)O)CCCCC1.Br[C:11]1[CH:46]=[CH:45][CH:44]=[CH:43][C:12]=1[CH2:13][N:14]1[C:19](=[O:20])[C:18]([C:21]([NH:23][CH2:24][C:25]([O:27]C(C)(C)C)=[O:26])=[O:22])=[C:17]([OH:32])[C:16]2[CH2:33][N:34]([C:36]([C:38]3[N:39]=[CH:40][S:41][CH:42]=3)=[O:37])[CH2:35][C:15]1=2. (8) The reactants are: [CH3:1][N:2]1[CH:6]=[CH:5][N:4]=[C:3]1[CH2:7][O:8][C:9]1[CH:10]=[C:11]([O:21][C:22]2[CH:27]=[CH:26][C:25]([S:28]([CH3:31])(=[O:30])=[O:29])=[CH:24][CH:23]=2)[CH:12]=[C:13]2[C:17]=1[NH:16][C:15]([C:18](O)=[O:19])=[CH:14]2.Cl.C[N:34](C)CCCN=C=NCC.[NH4+].ON1C2C=CC=CC=2N=N1.CN(C)C=O. Given the product [CH3:1][N:2]1[CH:6]=[CH:5][N:4]=[C:3]1[CH2:7][O:8][C:9]1[CH:10]=[C:11]([O:21][C:22]2[CH:27]=[CH:26][C:25]([S:28]([CH3:31])(=[O:29])=[O:30])=[CH:24][CH:23]=2)[CH:12]=[C:13]2[C:17]=1[NH:16][C:15]([C:18]([NH2:34])=[O:19])=[CH:14]2, predict the reactants needed to synthesize it. (9) Given the product [OH:33][C:28]1([C:2]2[CH:7]=[CH:6][C:5]([C:8]3([C:11]([OH:13])=[O:12])[CH2:10][CH2:9]3)=[CH:4][CH:3]=2)[CH2:32][CH2:31][CH2:30][CH2:29]1, predict the reactants needed to synthesize it. The reactants are: Br[C:2]1[CH:7]=[CH:6][C:5]([C:8]2([C:11]([OH:13])=[O:12])[CH2:10][CH2:9]2)=[CH:4][CH:3]=1.C([Mg]CCCC)CCC.C([Li])CCC.[C:28]1(=[O:33])[CH2:32][CH2:31][CH2:30][CH2:29]1. (10) Given the product [N:16]1[N:15]([CH2:11][CH2:12][C:13]#[C:14][C:2]2[N:7]=[C:6]([C:8](=[O:10])[CH3:9])[CH:5]=[CH:4][CH:3]=2)[N:19]=[C:18]2[CH:20]=[CH:21][CH:22]=[CH:23][C:17]=12, predict the reactants needed to synthesize it. The reactants are: Br[C:2]1[N:7]=[C:6]([C:8](=[O:10])[CH3:9])[CH:5]=[CH:4][CH:3]=1.[CH2:11]([N:15]1[N:19]=[C:18]2[CH:20]=[CH:21][CH:22]=[CH:23][C:17]2=[N:16]1)[CH2:12][C:13]#[CH:14].